Dataset: Catalyst prediction with 721,799 reactions and 888 catalyst types from USPTO. Task: Predict which catalyst facilitates the given reaction. The catalyst class is: 2. Product: [CH:1]([N:4]1[C:8]([C:9]2[N:10]=[C:11]3[C:17]4[CH:18]=[C:19]([S:22]([CH:24]5[CH2:25][CH2:26][N:27]([CH:30]([CH3:32])[CH3:31])[CH2:28][CH2:29]5)(=[O:35])=[O:23])[CH:20]=[CH:21][C:16]=4[O:15][CH2:14][CH2:13][N:12]3[CH:33]=2)=[N:7][CH:6]=[N:5]1)([CH3:3])[CH3:2]. Reactant: [CH:1]([N:4]1[C:8]([C:9]2[N:10]=[C:11]3[C:17]4[CH:18]=[C:19]([S:22]([CH:24]5[CH2:29][CH2:28][N:27]([CH:30]([CH3:32])[CH3:31])[CH2:26][CH2:25]5)=[O:23])[CH:20]=[CH:21][C:16]=4[O:15][CH2:14][CH2:13][N:12]3[CH:33]=2)=[N:7][CH:6]=[N:5]1)([CH3:3])[CH3:2].C(O)(C(F)(F)F)=[O:35].C1C=C(Cl)C=C(C(OO)=O)C=1.